From a dataset of Catalyst prediction with 721,799 reactions and 888 catalyst types from USPTO. Predict which catalyst facilitates the given reaction. (1) Reactant: Cl.[Br:2][C:3]1[CH:4]=[CH:5][C:6]2[O:12][CH2:11][CH2:10][NH:9][CH2:8][C:7]=2[CH:13]=1.CCN(C(C)C)C(C)C.N1C=CC=CC=1.[C:29](Cl)([Cl:31])=[O:30]. Product: [Br:2][C:3]1[CH:4]=[CH:5][C:6]2[O:12][CH2:11][CH2:10][N:9]([C:29]([Cl:31])=[O:30])[CH2:8][C:7]=2[CH:13]=1. The catalyst class is: 4. (2) Reactant: C1(C)C(S(O[CH:11]2[CH2:16][CH2:15][N:14]([C:17]3[CH:22]=[CH:21][C:20]([N:23]4[CH2:27][C@H:26]([CH2:28][NH:29][C:30](=[O:32])[CH3:31])[O:25][C:24]4=[O:33])=[CH:19][C:18]=3[F:34])[CH2:13][CH:12]2[OH:35])(=O)=O)=CC=CC=1.[NH:37]1[CH:41]=[N:40][N:39]=[N:38]1.C([O-])([O-])=O.[K+].[K+].O. Product: [N:37]1([CH:11]2[CH2:16][CH2:15][N:14]([C:17]3[CH:22]=[CH:21][C:20]([N:23]4[CH2:27][C@H:26]([CH2:28][NH:29][C:30](=[O:32])[CH3:31])[O:25][C:24]4=[O:33])=[CH:19][C:18]=3[F:34])[CH2:13][CH:12]2[OH:35])[CH:41]=[N:40][N:39]=[N:38]1. The catalyst class is: 3.